This data is from Full USPTO retrosynthesis dataset with 1.9M reactions from patents (1976-2016). The task is: Predict the reactants needed to synthesize the given product. (1) Given the product [CH2:1]([O:8][C:9]1[CH:14]=[CH:13][C:12]([C:15]2[N:19]([CH:36]3[CH2:35][CH2:34][CH2:33][CH:32]=[CH:31]3)[C:18]([CH:20]=[O:21])=[C:17]([Cl:22])[N:16]=2)=[C:11]([F:23])[CH:10]=1)[C:2]1[CH:3]=[CH:4][CH:5]=[CH:6][CH:7]=1.[CH2:1]([O:8][C:9]1[CH:14]=[CH:13][C:12]([C:15]2[N:16]([CH:36]3[CH2:35][CH2:34][CH2:33][CH:32]=[CH:31]3)[C:17]([Cl:22])=[C:18]([CH:20]=[O:21])[N:19]=2)=[C:11]([F:23])[CH:10]=1)[C:2]1[CH:3]=[CH:4][CH:5]=[CH:6][CH:7]=1, predict the reactants needed to synthesize it. The reactants are: [CH2:1]([O:8][C:9]1[CH:14]=[CH:13][C:12]([C:15]2[NH:16][C:17]([Cl:22])=[C:18]([CH:20]=[O:21])[N:19]=2)=[C:11]([F:23])[CH:10]=1)[C:2]1[CH:7]=[CH:6][CH:5]=[CH:4][CH:3]=1.C(=O)([O-])[O-].[K+].[K+].Br[CH:31]1[CH2:36][CH2:35][CH2:34][CH:33]=[CH:32]1.O. (2) Given the product [Br:1][C:2]1[CH:3]=[C:4]2[C:8](=[CH:9][CH:10]=1)[CH:7]([NH:11][C:19](=[O:20])[O:21][CH2:22][C:23]1[CH:28]=[CH:27][CH:26]=[CH:25][CH:24]=1)[CH2:6][CH2:5]2, predict the reactants needed to synthesize it. The reactants are: [Br:1][C:2]1[CH:3]=[C:4]2[C:8](=[CH:9][CH:10]=1)[CH:7]([NH2:11])[CH2:6][CH2:5]2.C(=O)([O-])[O-].[K+].[K+].Cl[C:19]([O:21][CH2:22][C:23]1[CH:28]=[CH:27][CH:26]=[CH:25][CH:24]=1)=[O:20].